This data is from Catalyst prediction with 721,799 reactions and 888 catalyst types from USPTO. The task is: Predict which catalyst facilitates the given reaction. (1) The catalyst class is: 257. Reactant: Br[C:2]1[N:6]([CH:7]([CH3:9])[CH3:8])[C:5]2[CH:10]([C:22]3[CH:27]=[CH:26][C:25]([Cl:28])=[CH:24][CH:23]=3)[N:11]([C:14]3[CH:19]=[C:18]([Cl:20])[CH:17]=[CH:16][C:15]=3[CH3:21])[C:12](=[O:13])[C:4]=2[CH:3]=1.[C:29]([C:31]1[CH:32]=[CH:33][C:34]([O:40][CH3:41])=[C:35](B(O)O)[CH:36]=1)#[N:30].[O-]P([O-])([O-])=O.[K+].[K+].[K+].O1CCOCC1.O. Product: [Cl:20][C:18]1[CH:17]=[CH:16][C:15]([CH3:21])=[C:14]([N:11]2[C:12](=[O:13])[C:4]3[CH:3]=[C:2]([C:33]4[CH:32]=[C:31]([CH:36]=[CH:35][C:34]=4[O:40][CH3:41])[C:29]#[N:30])[N:6]([CH:7]([CH3:9])[CH3:8])[C:5]=3[CH:10]2[C:22]2[CH:27]=[CH:26][C:25]([Cl:28])=[CH:24][CH:23]=2)[CH:19]=1. (2) Reactant: [Cl:1][C:2]1[CH:31]=[CH:30][CH:29]=[C:28]([F:32])[C:3]=1[C:4]([NH:6][C:7]([N:9]([C:18]1[CH:23]=[CH:22][C:21]([C:24]([O:26][CH3:27])=[O:25])=[CH:20][CH:19]=1)[NH:10]C(OC(C)(C)C)=O)=[O:8])=O.FC(F)(F)C(O)=O. Product: [Cl:1][C:2]1[CH:31]=[CH:30][CH:29]=[C:28]([F:32])[C:3]=1[C:4]1[NH:6][C:7](=[O:8])[N:9]([C:18]2[CH:23]=[CH:22][C:21]([C:24]([O:26][CH3:27])=[O:25])=[CH:20][CH:19]=2)[N:10]=1. The catalyst class is: 2. (3) Reactant: C(N(CC)CC)C.[F:8][C:9]1[C:14]([F:15])=[CH:13][CH:12]=[CH:11][C:10]=1[C@H:16]1[CH2:22][N:21]2[C:23]([CH2:26][C:27]([F:30])([F:29])[F:28])=[N:24][N:25]=[C:20]2[C@H:19]([NH2:31])[CH2:18][CH2:17]1.[C:32](N1C=CN=C1)(N1C=CN=C1)=[O:33].[NH:44]1[CH2:49][CH2:48][CH:47]([N:50]2[CH2:59][C:58]3[C:53](=[CH:54][CH:55]=[CH:56][CH:57]=3)[NH:52][C:51]2=[O:60])[CH2:46][CH2:45]1. Product: [F:8][C:9]1[C:14]([F:15])=[CH:13][CH:12]=[CH:11][C:10]=1[C@H:16]1[CH2:22][N:21]2[C:23]([CH2:26][C:27]([F:30])([F:28])[F:29])=[N:24][N:25]=[C:20]2[C@H:19]([NH:31][C:32]([N:44]2[CH2:45][CH2:46][CH:47]([N:50]3[CH2:59][C:58]4[C:53](=[CH:54][CH:55]=[CH:56][CH:57]=4)[NH:52][C:51]3=[O:60])[CH2:48][CH2:49]2)=[O:33])[CH2:18][CH2:17]1. The catalyst class is: 217. (4) Reactant: [C:1]([N:4]1[C:13]2[C:8](=[CH:9][C:10]([NH2:14])=[CH:11][CH:12]=2)[C:7]([C:16]2[CH:21]=[CH:20][CH:19]=[CH:18][CH:17]=2)([CH3:15])[CH2:6][C:5]1([CH3:23])[CH3:22])(=[O:3])[CH3:2].[CH2:24]([C:27]1[CH:35]=[CH:34][C:30]([C:31](Cl)=[O:32])=[CH:29][CH:28]=1)[CH2:25][CH3:26].C(N(CC)C(C)C)(C)C. Product: [C:1]([N:4]1[C:13]2[C:8](=[CH:9][C:10]([NH:14][C:31](=[O:32])[C:30]3[CH:34]=[CH:35][C:27]([CH2:24][CH2:25][CH3:26])=[CH:28][CH:29]=3)=[CH:11][CH:12]=2)[C:7]([C:16]2[CH:21]=[CH:20][CH:19]=[CH:18][CH:17]=2)([CH3:15])[CH2:6][C:5]1([CH3:23])[CH3:22])(=[O:3])[CH3:2]. The catalyst class is: 7. (5) Reactant: [Br:1][C:2]1[C:3](F)=[C:4]2[C:10]([NH:11][C:12](=[O:17])[CH2:13][CH:14]3[CH2:16][CH2:15]3)=[CH:9][NH:8][C:5]2=[N:6][CH:7]=1.[NH:19]1[CH2:24][CH2:23][CH2:22][C@@H:21]([NH:25][C:26](=[O:32])[O:27][C:28]([CH3:31])([CH3:30])[CH3:29])[CH2:20]1.C(N(CC)CC)C. Product: [Br:1][C:2]1[C:3]([N:19]2[CH2:24][CH2:23][CH2:22][C@@H:21]([NH:25][C:26](=[O:32])[O:27][C:28]([CH3:30])([CH3:29])[CH3:31])[CH2:20]2)=[C:4]2[C:10]([NH:11][C:12](=[O:17])[CH2:13][CH:14]3[CH2:16][CH2:15]3)=[CH:9][NH:8][C:5]2=[N:6][CH:7]=1. The catalyst class is: 114.